Dataset: Forward reaction prediction with 1.9M reactions from USPTO patents (1976-2016). Task: Predict the product of the given reaction. Given the reactants [CH:1]1[CH2:5][CH:4]=[CH:3][CH:2]=1.[C:6]([O:10][C:11]([CH3:14])([CH3:13])[CH3:12])(=[O:9])C=C.O1CC[CH2:17][CH2:16]1, predict the reaction product. The product is: [CH:2]12[CH2:1][CH:5]([CH:16]=[CH:17]1)[CH2:4][CH:3]2[C:6]([O:10][C:11]([CH3:14])([CH3:13])[CH3:12])=[O:9].